From a dataset of HIV replication inhibition screening data with 41,000+ compounds from the AIDS Antiviral Screen. Binary Classification. Given a drug SMILES string, predict its activity (active/inactive) in a high-throughput screening assay against a specified biological target. (1) The compound is C=CCNC(=O)N(CCCCC(NC(C)=O)C(=O)NCc1ccccc1)Cc1ccccc1. The result is 0 (inactive). (2) The molecule is COc1ccc(N2C(=O)C3c4[nH]c5ccc(OC)cc5c4C4CCC(C(C)C)CC4C3C2=O)cc1. The result is 0 (inactive). (3) The molecule is O=C1OC(C2Cc3ccc4c(c3C2=O)CCCC4)c2ccccc21. The result is 0 (inactive). (4) The compound is O=C1c2ccccc2C(=O)c2sc(Nc3ccccc3C(F)(F)F)nc21. The result is 0 (inactive).